This data is from Reaction yield outcomes from USPTO patents with 853,638 reactions. The task is: Predict the reaction yield, written as a fraction of the theoretical maximum amount of product (1.0 means a 100% yield; for example, 0.34 means a 34% yield). (1) The reactants are [CH:1]1[C:6]([CH:7]=O)=[CH:5][C:4]2[O:9][CH2:10][O:11][C:3]=2[CH:2]=1.[Br:12][C:13]1[C:21]([CH2:22]Br)=[CH:20][C:16]2[O:17][CH2:18][O:19][C:15]=2[CH:14]=1.C1([SiH2]C2C=CC=CC=2)C=CC=CC=1.CCN(C(C)C)C(C)C. The catalyst is C1(C)C=CC=CC=1. The product is [O:11]1[C:3]2[CH:2]=[CH:1][C:6]([CH:7]=[CH:22][C:21]3[C:13]([Br:12])=[CH:14][C:15]4[O:19][CH2:18][O:17][C:16]=4[CH:20]=3)=[CH:5][C:4]=2[O:9][CH2:10]1. The yield is 0.550. (2) The yield is 0.780. The reactants are O=[C:2]1[O:7][C:6]([C:8]2[CH:13]=[CH:12][CH:11]=[CH:10][C:9]=2[O:14]C(=O)C)=[N:5][C:4]2[CH:18]=[CH:19][CH:20]=[CH:21][C:3]1=2.[CH3:22][C:23]1[CH:30]=[CH:29][C:26]([CH2:27][NH2:28])=[CH:25][CH:24]=1. The product is [OH:14][C:9]1[CH:10]=[CH:11][CH:12]=[CH:13][C:8]=1[C:6]1[N:28]([CH2:27][C:26]2[CH:29]=[CH:30][C:23]([CH3:22])=[CH:24][CH:25]=2)[C:2](=[O:7])[C:3]2[C:4](=[CH:18][CH:19]=[CH:20][CH:21]=2)[N:5]=1. No catalyst specified. (3) The reactants are [O:1]=[C:2]1[CH2:7][NH:6][CH2:5][CH2:4][N:3]1[C:8]1[CH:13]=[CH:12][C:11]([S:14]([NH:17][C:18]2[S:19][CH:20]=[CH:21][N:22]=2)(=[O:16])=[O:15])=[CH:10][CH:9]=1.F[C:24]1[CH:32]=[C:31]2[C:27]([CH:28]=[CH:29][N:30]2[C:33]([CH3:38])([CH3:37])[C:34](O)=[O:35])=[CH:26][CH:25]=1.CN(C(ON1N=NC2C=CC=NC1=2)=[N+](C)C)C.[F:56][P-](F)(F)(F)(F)F.C(=O)(O)[O-].[Na+].Cl.S1C(N)=NC=N1. No catalyst specified. The product is [F:56][C:26]1[CH:25]=[CH:24][CH:32]=[C:31]2[C:27]=1[CH:28]=[CH:29][N:30]2[C:33]([CH3:38])([CH3:37])[C:34]([N:6]1[CH2:5][CH2:4][N:3]([C:8]2[CH:9]=[CH:10][C:11]([S:14]([NH:17][C:18]3[S:19][CH:20]=[CH:21][N:22]=3)(=[O:16])=[O:15])=[CH:12][CH:13]=2)[C:2](=[O:1])[CH2:7]1)=[O:35]. The yield is 0.320. (4) The reactants are [CH3:1][C:2]1[C:6]([C:7]([OH:9])=O)=[CH:5][O:4][N:3]=1.O1CCCC1.C(Cl)(=O)C(Cl)=O.[NH2:21][C:22]1[CH:23]=[C:24]([CH:41]=[CH:42][C:43]=1[F:44])[O:25][C:26]1[CH:27]=[CH:28][C:29]2[N:30]([CH:32]=[C:33]([NH:35][C:36]([CH:38]3[CH2:40][CH2:39]3)=[O:37])[N:34]=2)[N:31]=1. The catalyst is CN(C)C=O.CN1CCCC1=O. The product is [CH:38]1([C:36]([NH:35][C:33]2[N:34]=[C:29]3[CH:28]=[CH:27][C:26]([O:25][C:24]4[CH:41]=[CH:42][C:43]([F:44])=[C:22]([NH:21][C:7]([C:6]5[C:2]([CH3:1])=[N:3][O:4][CH:5]=5)=[O:9])[CH:23]=4)=[N:31][N:30]3[CH:32]=2)=[O:37])[CH2:39][CH2:40]1. The yield is 0.650. (5) The catalyst is CN(C=O)C. The reactants are [N:1]1([C:6]2[N:11]=[C:10]([CH3:12])[CH:9]=[C:8]([CH:13]3[CH2:17][CH2:16][CH2:15][NH:14]3)[N:7]=2)[CH:5]=[CH:4][N:3]=[CH:2]1.Cl.[O:19]1[C:23]2[CH:24]=[CH:25][C:26]([CH2:28][N:29]([CH2:31][CH2:32]Cl)C)=[CH:27][C:22]=2[O:21][CH2:20]1.C(N(C(C)C)CC)(C)C.[I-].[K+]. The product is [O:19]1[C:23]2[CH:24]=[CH:25][C:26]([CH2:28][NH:29][CH2:31][CH2:32][N:14]3[CH2:15][CH2:16][CH2:17][CH:13]3[C:8]3[CH:9]=[C:10]([CH3:12])[N:11]=[C:6]([N:1]4[CH:5]=[CH:4][N:3]=[CH:2]4)[N:7]=3)=[CH:27][C:22]=2[O:21][CH2:20]1. The yield is 0.520. (6) The reactants are [CH3:1][O:2][C:3](=[O:25])[CH2:4][C@H:5]1[C:9]2[CH:10]=[CH:11][C:12]([O:14][C@H:15]3[C:23]4[C:18](=[C:19](Br)[CH:20]=[CH:21][CH:22]=4)[CH2:17][CH2:16]3)=[CH:13][C:8]=2[O:7][CH2:6]1.[F:26][C:27]1[C:28](B2OC(C)(C)C(C)(C)O2)=[CH:29][C:30]([O:33][CH3:34])=[N:31][CH:32]=1. No catalyst specified. The product is [CH3:1][O:2][C:3](=[O:25])[CH2:4][C@H:5]1[C:9]2[CH:10]=[CH:11][C:12]([O:14][C@H:15]3[C:23]4[C:18](=[C:19]([C:28]5[C:27]([F:26])=[CH:32][N:31]=[C:30]([O:33][CH3:34])[CH:29]=5)[CH:20]=[CH:21][CH:22]=4)[CH2:17][CH2:16]3)=[CH:13][C:8]=2[O:7][CH2:6]1. The yield is 0.730. (7) The reactants are C[Al](C)C.Cl.[CH3:6][NH:7][O:8][CH3:9].[CH3:10][C:11]1[CH:20]=[CH:19][C:18]2[C:13](=[CH:14][CH:15]=[CH:16][C:17]=2[CH:21]2[CH2:26][CH2:25][N:24]([CH2:27][CH2:28][C:29]3[C:38]4[O:37][CH2:36][C:35]5=[C:39]([C:42](OCC)=[O:43])[N:40]=[CH:41][N:34]5[C:33]=4[CH:32]=[CH:31][CH:30]=3)[CH2:23][CH2:22]2)[N:12]=1.[OH-].[Na+]. The catalyst is C(Cl)Cl. The product is [CH3:6][N:7]([O:8][CH3:9])[C:42]([C:39]1[N:40]=[CH:41][N:34]2[C:33]3[CH:32]=[CH:31][CH:30]=[C:29]([CH2:28][CH2:27][N:24]4[CH2:25][CH2:26][CH:21]([C:17]5[CH:16]=[CH:15][CH:14]=[C:13]6[C:18]=5[CH:19]=[CH:20][C:11]([CH3:10])=[N:12]6)[CH2:22][CH2:23]4)[C:38]=3[O:37][CH2:36][C:35]=12)=[O:43]. The yield is 0.870. (8) The reactants are C([O:5][C:6]([CH:8]1[CH:12]([C:13]2[CH:18]=[CH:17][CH:16]=[C:15]([Cl:19])[C:14]=2[F:20])[C:11]([C:23]2[CH:28]=[CH:27][C:26]([Cl:29])=[CH:25][C:24]=2[F:30])([C:21]#[N:22])[CH:10]([CH2:31][C:32]([CH3:35])([CH3:34])[CH3:33])[NH:9]1)=[O:7])(C)(C)C.[F:36][C:37]([F:42])([F:41])[C:38]([OH:40])=[O:39]. The catalyst is ClCCl. The product is [F:36][C:37]([F:42])([F:41])[C:38]([OH:40])=[O:39].[Cl:19][C:15]1[C:14]([F:20])=[C:13]([CH:12]2[C:11]([C:23]3[CH:28]=[CH:27][C:26]([Cl:29])=[CH:25][C:24]=3[F:30])([C:21]#[N:22])[CH:10]([CH2:31][C:32]([CH3:34])([CH3:35])[CH3:33])[NH:9][CH:8]2[C:6]([OH:7])=[O:5])[CH:18]=[CH:17][CH:16]=1. The yield is 1.00.